Dataset: Protein-peptide binding for MDM2, ACE2, and 12ca5 with 34 validated binders. Task: Binary Classification. Given protein and peptide amino acid sequences, predict whether they interact or not. (1) The protein target is MDM2 with sequence MCNTNMSVPTDGAVTTSQIPASEQETLVRPKPLLLKLLKSVGAQKDTYTMKEVLFYLGQYIMTKRLYDEKQQHIVYCSNDLLGDLFGVPSFSVKEHRKIYTMIYRNLVVVNQQESSDSGTSVSENRCHLEGGSDQKDLVQELQEEKPSSSHLVSRPSTSSRRRAISETEENSDELSGERQRKRHKSDSISLSFDESLALCVIREICCERSSSSESTGTPSNPDLDAGVSEHSGDWLDQDSVSDQFSVEFEVESLDSEDYSLSEEGQELSDEDDEVYQVTVYQAGESDTDSFEEDPEISLADYWKCTSCNEMNPPLPSHCNRCWALRENWLPEDKGKDKGEISEKAKLENSTQAEEGFDVPDCKKTIVNDSRESCVEENDDKITQASQSQESEDYSQPSTSSSIIYSSQEDVKEFEREETQDKEESVESSLPLNAIEPCVICQGRPKNGCIVHGKTGHLMACFTCAKKLKKRNKPCPVCRQPIQMIVLTYFP. The peptide is TSFAEYWAALSAK. (2) The protein target is MDM2 with sequence MCNTNMSVPTDGAVTTSQIPASEQETLVRPKPLLLKLLKSVGAQKDTYTMKEVLFYLGQYIMTKRLYDEKQQHIVYCSNDLLGDLFGVPSFSVKEHRKIYTMIYRNLVVVNQQESSDSGTSVSENRCHLEGGSDQKDLVQELQEEKPSSSHLVSRPSTSSRRRAISETEENSDELSGERQRKRHKSDSISLSFDESLALCVIREICCERSSSSESTGTPSNPDLDAGVSEHSGDWLDQDSVSDQFSVEFEVESLDSEDYSLSEEGQELSDEDDEVYQVTVYQAGESDTDSFEEDPEISLADYWKCTSCNEMNPPLPSHCNRCWALRENWLPEDKGKDKGEISEKAKLENSTQAEEGFDVPDCKKTIVNDSRESCVEENDDKITQASQSQESEDYSQPSTSSSIIYSSQEDVKEFEREETQDKEESVESSLPLNAIEPCVICQGRPKNGCIVHGKTGHLMACFTCAKKLKKRNKPCPVCRQPIQMIVLTYFP. The peptide is LTPEHYYAQWTSK. (3) The protein target is MDM2 with sequence MCNTNMSVPTDGAVTTSQIPASEQETLVRPKPLLLKLLKSVGAQKDTYTMKEVLFYLGQYIMTKRLYDEKQQHIVYCSNDLLGDLFGVPSFSVKEHRKIYTMIYRNLVVVNQQESSDSGTSVSENRCHLEGGSDQKDLVQELQEEKPSSSHLVSRPSTSSRRRAISETEENSDELSGERQRKRHKSDSISLSFDESLALCVIREICCERSSSSESTGTPSNPDLDAGVSEHSGDWLDQDSVSDQFSVEFEVESLDSEDYSLSEEGQELSDEDDEVYQVTVYQAGESDTDSFEEDPEISLADYWKCTSCNEMNPPLPSHCNRCWALRENWLPEDKGKDKGEISEKAKLENSTQAEEGFDVPDCKKTIVNDSRESCVEENDDKITQASQSQESEDYSQPSTSSSIIYSSQEDVKEFEREETQDKEESVESSLPLNAIEPCVICQGRPKNGCIVHGKTGHLMACFTCAKKLKKRNKPCPVCRQPIQMIVLTYFP. The peptide is LTVEHYYAQWTSK.